This data is from Full USPTO retrosynthesis dataset with 1.9M reactions from patents (1976-2016). The task is: Predict the reactants needed to synthesize the given product. (1) Given the product [CH:16]1([CH2:15][CH2:14][CH2:13][C:11]2[CH:12]=[C:8]([C:6]([OH:7])=[O:5])[NH:9][CH:10]=2)[CH2:20][CH2:19][CH2:18][CH2:17]1, predict the reactants needed to synthesize it. The reactants are: [OH-].[Na+].C([O:5][C:6]([C:8]1[NH:9][CH:10]=[C:11]([CH2:13][CH2:14][CH2:15][CH:16]2[CH2:20][CH2:19][CH2:18][CH2:17]2)[CH:12]=1)=[O:7])C. (2) Given the product [CH3:28][C:20]1[C:19]2[C:18]([S:15]([N:12]3[CH2:13][CH2:14][C@@H:10]([NH:8][CH3:6])[CH2:11]3)(=[O:17])=[O:16])=[CH:27][CH:26]=[CH:25][C:24]=2[CH:23]=[N:22][CH:21]=1.[ClH:43], predict the reactants needed to synthesize it. The reactants are: C(O[C:6]([N:8]([CH:10]1[CH2:14][CH2:13][N:12]([S:15]([C:18]2[C:19]3[C:20]([CH3:28])=[CH:21][N:22]=[CH:23][C:24]=3[CH:25]=[CH:26][CH:27]=2)(=[O:17])=[O:16])[CH2:11]1)C)=O)(C)(C)C.CC1C2C(S([Cl:43])(=O)=O)=CC=CC=2C=NC=1.C(OC(N([C@@H]1CCNC1)C)=O)(C)(C)C.BrC1C2C(S(Cl)(=O)=O)=CC=CC=2C=NC=1.C(OC(N([C@H]1CCNC1)C)=O)(C)(C)C. (3) The reactants are: [CH3:1][C:2]1([CH3:19])[CH2:7][CH2:6][C:5]([C:8]2[CH:13]=[CH:12][C:11]([O:14][CH3:15])=[CH:10][C:9]=2[N+:16]([O-])=O)=[CH:4][CH2:3]1.[Cl-].[NH4+]. Given the product [CH3:1][C:2]1([CH3:19])[CH2:7][CH2:6][C:5]([C:8]2[CH:13]=[CH:12][C:11]([O:14][CH3:15])=[CH:10][C:9]=2[NH2:16])=[CH:4][CH2:3]1, predict the reactants needed to synthesize it.